Predict the reactants needed to synthesize the given product. From a dataset of Retrosynthesis with 50K atom-mapped reactions and 10 reaction types from USPTO. Given the product CC(=O)OC1CC(C)(C)N(OC(=NC2CCCCC2)N(C(C)=O)C2CCCCC2)C(C)(C)C1, predict the reactants needed to synthesize it. The reactants are: CC(=O)Cl.CC(=O)OC1CC(C)(C)N(OC(=NC2CCCCC2)NC2CCCCC2)C(C)(C)C1.